Dataset: Catalyst prediction with 721,799 reactions and 888 catalyst types from USPTO. Task: Predict which catalyst facilitates the given reaction. (1) Reactant: Br[CH2:2][C:3]1[CH:8]=[CH:7][C:6]([F:9])=[CH:5][C:4]=1[C:10]([N:12]1[CH2:17][CH2:16][O:15][CH2:14][CH2:13]1)=[O:11].[N-:18]=[N+:19]=[N-:20].[Na+]. Product: [N:18]([CH2:2][C:3]1[CH:8]=[CH:7][C:6]([F:9])=[CH:5][C:4]=1[C:10]([N:12]1[CH2:17][CH2:16][O:15][CH2:14][CH2:13]1)=[O:11])=[N+:19]=[N-:20]. The catalyst class is: 9. (2) Reactant: [NH2:1][CH:2]([CH2:12][C:13]1[CH:18]=[CH:17][CH:16]=[C:15]([O:19][C:20]([F:25])([F:24])[CH:21]([F:23])[F:22])[CH:14]=1)[CH:3]([C:5]1[CH:10]=[CH:9][CH:8]=[C:7]([Cl:11])[CH:6]=1)[OH:4].[C:26]1([C:37](O)=[O:38])[CH:27]=[CH:28][CH:29]=[C:30]2[CH2:36][CH2:35][CH2:34][CH:33]=[CH:32][C:31]=12.Cl.C(N=C=NCCCN(C)C)C.O.ON1C2C=CC=CC=2N=N1. Product: [Cl:11][C:7]1[CH:6]=[C:5]([CH:3]([OH:4])[CH:2]([NH:1][C:37]([C:26]2[CH:27]=[CH:28][CH:29]=[C:30]3[CH2:36][CH2:35][CH2:34][CH:33]=[CH:32][C:31]=23)=[O:38])[CH2:12][C:13]2[CH:18]=[CH:17][CH:16]=[C:15]([O:19][C:20]([F:25])([F:24])[CH:21]([F:23])[F:22])[CH:14]=2)[CH:10]=[CH:9][CH:8]=1. The catalyst class is: 47. (3) Reactant: [OH:1][C:2]1[CH:24]=[N:23][C:5]2[N:6](COCC[Si](C)(C)C)[C:7]3[CH:12]=[N:11][C:10]([C:13]#[N:14])=[CH:9][C:8]=3[C:4]=2[CH:3]=1.Br.[OH-].[Na+].Cl. Product: [OH:1][C:2]1[CH:24]=[N:23][C:5]2[NH:6][C:7]3[CH:12]=[N:11][C:10]([C:13]#[N:14])=[CH:9][C:8]=3[C:4]=2[CH:3]=1. The catalyst class is: 12. (4) Reactant: S(Cl)(Cl)=O.CC1C=C(C=C(C)C=1)C(O)=O.CC1C=C(C(Cl)=O)C=C(C)C=1.[CH3:27][C:28]1[CH:29]=[C:30]([C:35]([N:37]=[C:38]=[S:39])=[O:36])[CH:31]=[C:32]([CH3:34])[CH:33]=1.[Cl:40][C:41]1[CH:42]=[C:43]([CH:45]=[CH:46][C:47]=1[O:48][C:49]1[C:58]2[C:53](=[CH:54][C:55]([O:61][CH3:62])=[C:56]([O:59][CH3:60])[CH:57]=2)[N:52]=[CH:51][CH:50]=1)[NH2:44]. Product: [Cl:40][C:41]1[CH:42]=[C:43]([NH:44][C:38]([NH:37][C:35](=[O:36])[C:30]2[CH:29]=[C:28]([CH3:27])[CH:33]=[C:32]([CH3:34])[CH:31]=2)=[S:39])[CH:45]=[CH:46][C:47]=1[O:48][C:49]1[C:58]2[C:53](=[CH:54][C:55]([O:61][CH3:62])=[C:56]([O:59][CH3:60])[CH:57]=2)[N:52]=[CH:51][CH:50]=1. The catalyst class is: 548. (5) Reactant: [CH:1]([C:4]1[C:8]([CH2:9][CH2:10][C:11]([O:13][CH2:14][CH3:15])=[O:12])=[CH:7][NH:6][N:5]=1)([CH3:3])[CH3:2].Cl[C:17]1[CH:22]=[C:21]([C:23]([F:26])([F:25])[F:24])[CH:20]=[CH:19][N:18]=1.[H-].[Na+].Cl. The catalyst class is: 9. Product: [CH:1]([C:4]1[C:8]([CH2:9][CH2:10][C:11]([O:13][CH2:14][CH3:15])=[O:12])=[CH:7][N:6]([C:17]2[CH:22]=[C:21]([C:23]([F:26])([F:25])[F:24])[CH:20]=[CH:19][N:18]=2)[N:5]=1)([CH3:3])[CH3:2]. (6) Reactant: [NH2:1][C:2]1[C:9]([O:10][CH2:11][CH2:12][C:13]2[CH:18]=[CH:17][CH:16]=[CH:15][N:14]=2)=[CH:8][C:7]([OH:19])=[CH:6][C:3]=1[C:4]#[N:5].C(P(CCCC)CCCC)CCC.[CH2:33](O)[C:34]1[CH:39]=[CH:38][CH:37]=[CH:36][CH:35]=1.N(C(N1CCCCC1)=O)=NC(N1CCCCC1)=O. Product: [NH2:1][C:2]1[C:9]([O:10][CH2:11][CH2:12][C:13]2[CH:18]=[CH:17][CH:16]=[CH:15][N:14]=2)=[CH:8][C:7]([O:19][CH2:33][C:34]2[CH:39]=[CH:38][CH:37]=[CH:36][CH:35]=2)=[CH:6][C:3]=1[C:4]#[N:5]. The catalyst class is: 7. (7) Reactant: [CH2:1]([O:3][C:4]([C@:6]1([NH:21]C(OC(C)(C)C)=O)[CH2:11][C@H:10]([O:12][C:13](=[O:15])[CH3:14])[C@@H:9]2[C@H:7]1[C@H:8]2[C:16]([O:18][CH2:19][CH3:20])=[O:17])=[O:5])[CH3:2]. Product: [CH2:1]([O:3][C:4]([C@:6]1([NH2:21])[CH2:11][C@H:10]([O:12][C:13](=[O:15])[CH3:14])[C@@H:9]2[C@H:7]1[C@H:8]2[C:16]([O:18][CH2:19][CH3:20])=[O:17])=[O:5])[CH3:2]. The catalyst class is: 631.